Dataset: Forward reaction prediction with 1.9M reactions from USPTO patents (1976-2016). Task: Predict the product of the given reaction. (1) Given the reactants [Cl:1][C:2]1[CH:7]=[CH:6][C:5]([C:8]2[CH:13]=[C:12]([C:14]([OH:17])(C)C)[N:11]3[N:18]=[CH:19][C:20]([C:21]#[CH:22])=[C:10]3[N:9]=2)=[CH:4][CH:3]=1.Br[C:24]1[S:28][C:27]([S:29]([NH2:32])(=[O:31])=[O:30])=[CH:26][CH:25]=1, predict the reaction product. The product is: [Cl:1][C:2]1[CH:7]=[CH:6][C:5]([C:8]2[CH:13]=[C:12]([CH2:14][OH:17])[N:11]3[N:18]=[CH:19][C:20]([C:21]#[C:22][C:24]4[S:28][C:27]([S:29]([NH2:32])(=[O:31])=[O:30])=[CH:26][CH:25]=4)=[C:10]3[N:9]=2)=[CH:4][CH:3]=1. (2) The product is: [NH2:25][C:9]1[CH:8]=[CH:7][C:6]2[N:5]=[CH:4][CH:13]=[CH:12][C:11]=2[C:10]=1[C:14]#[N:15]. Given the reactants [N+]([C:4]1[CH:13]=[CH:12][C:11]2[C:6](=[CH:7][CH:8]=[CH:9][CH:10]=2)[N:5]=1)([O-])=O.[C:14](CC(OCC)=O)#[N:15].[OH-].[K+].C[N:25](C)C=O, predict the reaction product.